Dataset: B-cell epitopes from PDB crystal structures with 447 antigens. Task: Token-level Classification. Given an antigen amino acid sequence, predict which amino acid positions are active epitope sites capable of antibody binding. Output is a list of indices for active positions. Given the antigen sequence: YFGKLESKLSVIRNLNDQVLFIDQGNRPLFEDMTDSDARDNAPRTIFIISMYKDSQPRGMAVTISVKAEKISTLSAENKIISFKEMNPPDNIKDTKSDIIFFQRSVPGHDNKMQFESSSYEGYFLAAEKERDLFKLILKKEDELGDRSIMFTVQNE, which amino acid positions are active epitope sites? The epitope positions are: [14, 27, 28, 29, 56, 77, 78, 79, 80, 81, 82, 103, 106, 107, 108, 111, 115, 120, 123, 128... (35 total positions)]. The amino acids at these positions are: LPLFPNKIISFRPGHKEEFKRDFLLKKEDE....